Task: Regression. Given a peptide amino acid sequence and an MHC pseudo amino acid sequence, predict their binding affinity value. This is MHC class II binding data.. Dataset: Peptide-MHC class II binding affinity with 134,281 pairs from IEDB (1) The peptide sequence is FDPYGATISKTPESA. The MHC is HLA-DPA10201-DPB10501 with pseudo-sequence HLA-DPA10201-DPB10501. The binding affinity (normalized) is 0.140. (2) The peptide sequence is RSSNFQCQKLLWQLN. The MHC is DRB1_1501 with pseudo-sequence DRB1_1501. The binding affinity (normalized) is 0.382. (3) The peptide sequence is SQDLELSWNLNGLQAT. The MHC is DRB1_0802 with pseudo-sequence DRB1_0802. The binding affinity (normalized) is 0.335.